Dataset: Merck oncology drug combination screen with 23,052 pairs across 39 cell lines. Task: Regression. Given two drug SMILES strings and cell line genomic features, predict the synergy score measuring deviation from expected non-interaction effect. (1) Drug 1: C=CCn1c(=O)c2cnc(Nc3ccc(N4CCN(C)CC4)cc3)nc2n1-c1cccc(C(C)(C)O)n1. Drug 2: NC1CCCCC1N.O=C(O)C(=O)O.[Pt+2]. Cell line: EFM192B. Synergy scores: synergy=-6.54. (2) Drug 1: CC(C)CC(NC(=O)C(Cc1ccccc1)NC(=O)c1cnccn1)B(O)O. Drug 2: Cn1c(=O)n(-c2ccc(C(C)(C)C#N)cc2)c2c3cc(-c4cnc5ccccc5c4)ccc3ncc21. Cell line: OVCAR3. Synergy scores: synergy=-5.13. (3) Drug 1: CN(Cc1cnc2nc(N)nc(N)c2n1)c1ccc(C(=O)NC(CCC(=O)O)C(=O)O)cc1. Drug 2: CC1(c2nc3c(C(N)=O)cccc3[nH]2)CCCN1. Cell line: MDAMB436. Synergy scores: synergy=1.35. (4) Drug 1: N#Cc1ccc(Cn2cncc2CN2CCN(c3cccc(Cl)c3)C(=O)C2)cc1. Drug 2: Cn1nnc2c(C(N)=O)ncn2c1=O. Cell line: EFM192B. Synergy scores: synergy=-20.4. (5) Drug 1: O=c1[nH]cc(F)c(=O)[nH]1. Drug 2: NC(=O)c1cccc2cn(-c3ccc(C4CCCNC4)cc3)nc12. Cell line: OVCAR3. Synergy scores: synergy=-1.84. (6) Drug 1: Cn1nnc2c(C(N)=O)ncn2c1=O. Drug 2: O=C(O)C1(Cc2cccc(Nc3nccs3)n2)CCC(Oc2cccc(Cl)c2F)CC1. Cell line: HCT116. Synergy scores: synergy=1.90.